The task is: Predict the product of the given reaction.. This data is from Forward reaction prediction with 1.9M reactions from USPTO patents (1976-2016). (1) Given the reactants [NH2:1][C:2]1[C:3]([N+:10]([O-:12])=[O:11])=[C:4]([CH:7]=[CH:8][N:9]=1)[CH:5]=[O:6].[BH4-].[Na+], predict the reaction product. The product is: [NH2:1][C:2]1[C:3]([N+:10]([O-:12])=[O:11])=[C:4]([CH2:5][OH:6])[CH:7]=[CH:8][N:9]=1. (2) Given the reactants [C:1]([N:5]1[C:9]2[CH:10]=[CH:11][CH:12]=[CH:13][C:8]=2[O:7][C:6]1=[O:14])(=[O:4])[CH2:2][CH3:3].[CH3:15][CH:16]([CH3:20])[CH2:17][CH:18]=[O:19], predict the reaction product. The product is: [CH3:3][C@H:2]([C@@H:18]([OH:19])[CH2:17][CH:16]([CH3:20])[CH3:15])[C:1]([N:5]1[C:9]2[CH:10]=[CH:11][CH:12]=[CH:13][C:8]=2[O:7][C:6]1=[O:14])=[O:4]. (3) The product is: [CH2:1]([N:8]1[CH:34]=[C:32]([C:31]([O:37][CH2:36][CH3:38])=[O:30])[N:10]=[N:9]1)[C:2]1[CH:7]=[CH:6][CH:5]=[CH:4][CH:3]=1. Given the reactants [CH2:1]([N:8]=[N+:9]=[N-:10])[C:2]1[CH:7]=[CH:6][CH:5]=[CH:4][CH:3]=1.C1C=CC(C2C=CC(NC3C=CC=CC=3)=CC=2)=CC=1.[O:30]=[C:31]1[O:37][C@H:36]([C@H:38](CO)O)[C:34]([O-])=[C:32]1O.[Na+], predict the reaction product. (4) Given the reactants [CH:1]1[CH:6]=[N+:5]([C@@H:7]2[O:11][C@H:10]([CH2:12][O:13][P:14]([O:17][P:18]([O:21][CH2:22][C@H:23]3[O:27][C@@H:26]([N:28]4[C:32]5[N:33]=[CH:34][N:35]=[C:36]([NH2:37])[C:31]=5[N:30]=[CH:29]4)[C@H:25]([OH:38])[C@@H:24]3[OH:39])([OH:20])=[O:19])([OH:16])=[O:15])[C@@H:9]([OH:40])[C@H:8]2[OH:41])[CH:4]=[C:3]([C:42]([NH2:44])=[O:43])[CH:2]=1.P([O-])([O-])([O-])=O.[OH-].[Na+], predict the reaction product. The product is: [CH:34]1[N:35]=[C:36]([NH2:37])[C:31]2[N:30]=[CH:29][N:28]([C@@H:26]3[O:27][C@H:23]([CH2:22][O:21][P:18]([O:17][P:14]([O:13][CH2:12][C@H:10]4[O:11][C@@H:7]([N:5]5[CH:4]=[C:3]([C:42]([NH2:44])=[O:43])[CH2:2][CH:1]=[CH:6]5)[C@H:8]([OH:41])[C@@H:9]4[OH:40])([OH:16])=[O:15])([OH:20])=[O:19])[C@@H:24]([OH:39])[C@H:25]3[OH:38])[C:32]=2[N:33]=1. (5) Given the reactants Br[C:2]1[C:3]2[C:10]([F:11])=[CH:9][CH:8]=[CH:7][C:4]=2[S:5][CH:6]=1.C([Li])CCC.[Cl:17][CH2:18][C:19](N(OC)C)=[O:20], predict the reaction product. The product is: [Cl:17][CH2:18][C:19]([C:6]1[S:5][C:4]2[CH:7]=[CH:8][CH:9]=[C:10]([F:11])[C:3]=2[CH:2]=1)=[O:20].